Binary Classification. Given a drug SMILES string, predict its activity (active/inactive) in a high-throughput screening assay against a specified biological target. From a dataset of In vitro SARS-CoV-2 activity screen of 1,480 approved drugs from Prestwick library. (1) The compound is O=C(O)CN(CCN(CC(=O)O)CC(=O)O)CCN(CC(=O)O)CC(=O)O. The result is 0 (inactive). (2) The drug is CCn1cc(C(=O)O)c(=O)c2cc(F)c(N3CCN(C)CC3)cc21. The result is 0 (inactive). (3) The compound is Cc1ccc(S(=O)(=O)NC(=O)NN2CCCCCC2)cc1. The result is 0 (inactive). (4) The compound is NCCCCCC(=O)O. The result is 0 (inactive). (5) The molecule is Nc1ccc(S(=O)(=O)Nc2nccs2)cc1. The result is 0 (inactive). (6) The molecule is CN1C(=O)OC(C)(C)C1=O. The result is 0 (inactive). (7) The result is 0 (inactive). The drug is C/C=C/C(=O)N(CC)c1ccccc1C.